Predict which catalyst facilitates the given reaction. From a dataset of Catalyst prediction with 721,799 reactions and 888 catalyst types from USPTO. (1) Reactant: [H-].[Na+].CS([O:7][CH2:8][C@H:9]1[CH2:14][O:13][C@@H:12]([C:15](=[O:40])[N:16]([CH:37]2[CH2:39][CH2:38]2)[C@@H:17]([C:19]2[C:27]3[C:22](=[N:23][C:24]([CH3:28])=[CH:25][CH:26]=3)[N:21]([CH2:29][CH2:30][CH2:31][NH:32][C:33]([O:35][CH3:36])=[O:34])[N:20]=2)[CH3:18])[CH2:11][N:10]1[CH2:41][C:42]1[CH:47]=[CH:46][CH:45]=[CH:44][CH:43]=1)(=O)=O.S([O-])(O)(=O)=O.[K+].O.[CH2:55](O)[CH3:56]. Product: [CH2:41]([N:10]1[C@@H:9]([CH2:8][O:7][CH2:55][CH3:56])[CH2:14][O:13][C@@H:12]([C:15]([N:16]([CH:37]2[CH2:39][CH2:38]2)[C@@H:17]([C:19]2[C:27]3[C:22](=[N:23][C:24]([CH3:28])=[CH:25][CH:26]=3)[N:21]([CH2:29][CH2:30][CH2:31][NH:32][C:33](=[O:34])[O:35][CH3:36])[N:20]=2)[CH3:18])=[O:40])[CH2:11]1)[C:42]1[CH:47]=[CH:46][CH:45]=[CH:44][CH:43]=1. The catalyst class is: 22. (2) Reactant: Cl[C:2]1[CH:3]=[CH:4][C:5]([N+:9]([O-:11])=[O:10])=[C:6]([CH:8]=1)[NH2:7].[CH3:12][N:13]([CH3:20])[CH:14]1[CH2:19][CH2:18][NH:17][CH2:16][CH2:15]1.C([O-])([O-])=O.[K+].[K+]. Product: [NH2:7][C:6]1[CH:8]=[C:2]([N:17]2[CH2:18][CH2:19][CH:14]([N:13]([CH3:20])[CH3:12])[CH2:15][CH2:16]2)[CH:3]=[CH:4][C:5]=1[N+:9]([O-:11])=[O:10]. The catalyst class is: 3. (3) Reactant: [ClH:1].[F:2][C:3]1[CH:23]=[C:22]([C:24]2[CH:32]=[C:31]3[C:27]([CH:28]=[N:29][N:30]3[CH3:33])=[CH:26][CH:25]=2)[CH:21]=[C:20]([F:34])[C:4]=1[C:5]([N:7]1[CH2:12][CH2:11][N:10](C(OC(C)(C)C)=O)[CH2:9][CH2:8]1)=[O:6].CCOCC. Product: [ClH:1].[F:2][C:3]1[CH:23]=[C:22]([C:24]2[CH:32]=[C:31]3[C:27]([CH:28]=[N:29][N:30]3[CH3:33])=[CH:26][CH:25]=2)[CH:21]=[C:20]([F:34])[C:4]=1[C:5]([N:7]1[CH2:8][CH2:9][NH:10][CH2:11][CH2:12]1)=[O:6]. The catalyst class is: 12.